This data is from Forward reaction prediction with 1.9M reactions from USPTO patents (1976-2016). The task is: Predict the product of the given reaction. Given the reactants [CH:1]1[C:11]2[CH2:10][CH2:9][C:8]3[CH:12]=[CH:13][CH:14]=[CH:15][C:7]=3[C:6](=[CH:16][C:17]3[CH:18]=[C:19]([NH:23][S:24]([CH3:27])(=[O:26])=[O:25])[CH:20]=[CH:21][CH:22]=3)[C:5]=2[CH:4]=[CH:3][CH:2]=1.[H-].[Na+].[CH3:30]I.O, predict the reaction product. The product is: [CH:1]1[C:11]2[CH2:10][CH2:9][C:8]3[CH:12]=[CH:13][CH:14]=[CH:15][C:7]=3[C:6](=[CH:16][C:17]3[CH:18]=[C:19]([N:23]([CH3:30])[S:24]([CH3:27])(=[O:26])=[O:25])[CH:20]=[CH:21][CH:22]=3)[C:5]=2[CH:4]=[CH:3][CH:2]=1.